From a dataset of Forward reaction prediction with 1.9M reactions from USPTO patents (1976-2016). Predict the product of the given reaction. (1) Given the reactants C(OC([N:8]([CH:19]([CH3:21])[CH3:20])[C@H:9]1[CH2:14][CH2:13][C@H:12]([C:15]([O:17][CH3:18])=[O:16])[CH2:11][CH2:10]1)=O)(C)(C)C.[ClH:22].C(OCC)(=O)C, predict the reaction product. The product is: [ClH:22].[CH:19]([NH:8][C@H:9]1[CH2:14][CH2:13][C@H:12]([C:15]([O:17][CH3:18])=[O:16])[CH2:11][CH2:10]1)([CH3:21])[CH3:20]. (2) Given the reactants [C:1]12([NH:11][C:12](=[O:15])[CH2:13]Cl)[CH2:10][CH:5]3[CH2:6][CH:7]([CH2:9][CH:3]([CH2:4]3)[CH2:2]1)[CH2:8]2.[O:16]1[C:20]2[CH:21]=[CH:22][C:23]([CH2:25][N:26]3[CH2:31][CH2:30][NH:29][CH2:28][CH2:27]3)=[CH:24][C:19]=2[O:18][CH2:17]1.C([O-])([O-])=O.[K+].[K+].C(O)(C(F)(F)F)=O, predict the reaction product. The product is: [C:1]12([NH:11][C:12](=[O:15])[CH2:13][N:29]3[CH2:30][CH2:31][N:26]([CH2:25][C:23]4[CH:22]=[CH:21][C:20]5[O:16][CH2:17][O:18][C:19]=5[CH:24]=4)[CH2:27][CH2:28]3)[CH2:10][CH:5]3[CH2:6][CH:7]([CH2:9][CH:3]([CH2:4]3)[CH2:2]1)[CH2:8]2. (3) The product is: [Cl:3][C:4]1[C:5]([CH2:23][CH2:24][C:25]2[CH:30]=[CH:29][CH:28]=[CH:27][C:26]=2[CH:31]([CH3:35])[C:32]([NH2:34])=[O:33])=[N:6][C:7]([NH:10][C:11]2[CH:12]=[N:13][C:14]([CH:17]3[CH2:22][CH2:21][N:20]([CH3:36])[CH2:19][CH2:18]3)=[CH:15][CH:16]=2)=[N:8][CH:9]=1. Given the reactants C=O.[Cl:3][C:4]1[C:5]([CH2:23][CH2:24][C:25]2[CH:30]=[CH:29][CH:28]=[CH:27][C:26]=2[CH:31]([CH3:35])[C:32]([NH2:34])=[O:33])=[N:6][C:7]([NH:10][C:11]2[CH:12]=[N:13][C:14]([CH:17]3[CH2:22][CH2:21][NH:20][CH2:19][CH2:18]3)=[CH:15][CH:16]=2)=[N:8][CH:9]=1.[C:36](O[BH-](OC(=O)C)OC(=O)C)(=O)C.[Na+], predict the reaction product. (4) Given the reactants Cl.[OH:2][C:3]([CH3:22])([CH3:21])[CH2:4][N:5]1[CH:9]=[CH:8][C:7]([NH:10][C:11](=[O:20])[C@@H:12]([NH2:19])[CH2:13][C@@H:14]([O:16][CH2:17][CH3:18])[CH3:15])=[N:6]1.C(N([CH2:30][CH3:31])C(C)C)(C)C.Cl.OC(C)(C)CN1C=CC(NC(=O)[C@@H](N2[CH2:52][C:51]([O:53][C:54]3[CH:59]=[CH:58][CH:57]=[C:56]([Cl:60])[C:55]=3[Cl:61])=[CH:50][C:49]2=[O:62])CC(C)C)=N1.C[OH:67], predict the reaction product. The product is: [CH2:30]([O:67][C:49](=[O:62])[CH:50]=[C:51]([O:53][C:54]1[CH:59]=[CH:58][CH:57]=[C:56]([Cl:60])[C:55]=1[Cl:61])[CH2:52][NH:19][C@H:12]([C:11](=[O:20])[NH:10][C:7]1[CH:8]=[CH:9][N:5]([CH2:4][C:3]([OH:2])([CH3:22])[CH3:21])[N:6]=1)[CH2:13][C@@H:14]([O:16][CH2:17][CH3:18])[CH3:15])[CH3:31]. (5) The product is: [O:1]=[C:2]1[C:11]2[C:6](=[CH:7][C:8]([C:12]([OH:14])=[O:13])=[CH:9][CH:10]=2)[CH:5]=[CH:4][NH:3]1. Given the reactants [O:1]=[C:2]1[C:11]2[C:6](=[CH:7][C:8]([C:12]([O:14]C)=[O:13])=[CH:9][CH:10]=2)[CH:5]=[CH:4][NH:3]1.O1CCCC1.[OH-].[Li+], predict the reaction product. (6) Given the reactants ClC1C=C(C)C2N=C(C3C=CC(OCCCN4C(=O)CCNCC4)=CC=3C)NC=2C=1.[C:31]([O:35][C:36]([N:38]1[CH2:44][CH2:43][C:42](=[O:45])[NH:41][CH2:40][CH2:39]1)=[O:37])([CH3:34])([CH3:33])[CH3:32].[H-].[Na+].I[CH2:49][CH2:50][CH2:51][O:52][C:53]1[CH:60]=[CH:59][C:56]([CH:57]=[O:58])=[C:55]([CH3:61])[CH:54]=1, predict the reaction product. The product is: [C:31]([O:35][C:36]([N:38]1[CH2:44][CH2:43][C:42](=[O:45])[N:41]([CH2:49][CH2:50][CH2:51][O:52][C:53]2[CH:60]=[CH:59][C:56]([CH:57]=[O:58])=[C:55]([CH3:61])[CH:54]=2)[CH2:40][CH2:39]1)=[O:37])([CH3:34])([CH3:32])[CH3:33]. (7) Given the reactants Br[CH2:2][C:3](=O)[CH:4]([C:13]1[CH:18]=[CH:17][C:16]([O:19][CH3:20])=[CH:15][CH:14]=1)[CH2:5][C:6]1[CH:11]=[CH:10][C:9]([Br:12])=[CH:8][CH:7]=1.[CH3:22][NH2:23].Br.C(S[C:28](=[NH:30])[NH2:29])C.[OH-].[Na+], predict the reaction product. The product is: [Br:12][C:9]1[CH:10]=[CH:11][C:6]([CH2:5][CH:4]([C:3]2[N:30]=[C:28]([NH2:29])[N:23]([CH3:22])[CH:2]=2)[C:13]2[CH:18]=[CH:17][C:16]([O:19][CH3:20])=[CH:15][CH:14]=2)=[CH:7][CH:8]=1.